Task: Predict which catalyst facilitates the given reaction.. Dataset: Catalyst prediction with 721,799 reactions and 888 catalyst types from USPTO (1) Reactant: [Cl:1][C:2]1[CH:3]=[C:4]([CH:9]2[CH2:13][N:12]([C:14]([O:16][C:17]([CH3:20])([CH3:19])[CH3:18])=[O:15])[CH:11](OC)[CH2:10]2)[CH:5]=[C:6]([Cl:8])[CH:7]=1.[BH4-].[Na+].[OH-].[Na+]. Product: [C:17]([O:16][C:14]([N:12]1[CH2:11][CH2:10][CH:9]([C:4]2[CH:5]=[C:6]([Cl:8])[CH:7]=[C:2]([Cl:1])[CH:3]=2)[CH2:13]1)=[O:15])([CH3:20])([CH3:18])[CH3:19]. The catalyst class is: 15. (2) Reactant: CN(C(ON1N=NC2C=CC=NC1=2)=[N+](C)C)C.F[P-](F)(F)(F)(F)F.Cl.[NH2:26][C@@H:27]([C:52]([CH3:55])([CH3:54])[CH3:53])[C:28]([N:30]1[CH2:34][C@H:33]([OH:35])[CH2:32][C@H:31]1[C:36]([NH:38][CH2:39][C:40]1[CH:45]=[CH:44][C:43]([C:46]2[S:50][CH:49]=[N:48][C:47]=2[CH3:51])=[CH:42][CH:41]=1)=[O:37])=[O:29].[C:56]1(/[C:62](/[C:72]2[CH:95]=[CH:94][C:75]([O:76][CH2:77][CH2:78][N:79]([CH3:93])[CH2:80][CH2:81][O:82][CH2:83][CH2:84][O:85][CH2:86][CH2:87][O:88][CH2:89][C:90](O)=[O:91])=[CH:74][CH:73]=2)=[C:63](/[C:66]2[CH:71]=[CH:70][CH:69]=[CH:68][CH:67]=2)\[CH2:64][CH3:65])[CH:61]=[CH:60][CH:59]=[CH:58][CH:57]=1.CCN(C(C)C)C(C)C. Product: [C:52]([C@H:27]([NH:26][C:90](=[O:91])[CH2:89][O:88][CH2:87][CH2:86][O:85][CH2:84][CH2:83][O:82][CH2:81][CH2:80][N:79]([CH3:93])[CH2:78][CH2:77][O:76][C:75]1[CH:74]=[CH:73][C:72](/[C:62](/[C:56]2[CH:57]=[CH:58][CH:59]=[CH:60][CH:61]=2)=[C:63](\[C:66]2[CH:67]=[CH:68][CH:69]=[CH:70][CH:71]=2)/[CH2:64][CH3:65])=[CH:95][CH:94]=1)[C:28]([N:30]1[CH2:34][C@H:33]([OH:35])[CH2:32][C@H:31]1[C:36]([NH:38][CH2:39][C:40]1[CH:45]=[CH:44][C:43]([C:46]2[S:50][CH:49]=[N:48][C:47]=2[CH3:51])=[CH:42][CH:41]=1)=[O:37])=[O:29])([CH3:55])([CH3:54])[CH3:53]. The catalyst class is: 3. (3) Reactant: C([O:5][C:6](=[O:59])[CH2:7][C:8]([N:10]([CH2:16][C@:17]12[CH2:55][CH2:54][C@@H:53]([C:56]([CH3:58])=[CH2:57])[C@@H:18]1[C@@H:19]1[C@@:32]([CH3:35])([CH2:33][CH2:34]2)[C@@:31]2([CH3:36])[C@@H:22]([C@:23]3([CH3:52])[C@@H:28]([CH2:29][CH2:30]2)[C:27]([CH3:38])([CH3:37])[C:26]([C:39]2[CH:51]=[CH:50][C:42]([C:43]([O:45]C(C)(C)C)=[O:44])=[CH:41][CH:40]=2)=[CH:25][CH2:24]3)[CH2:21][CH2:20]1)[CH2:11][CH2:12][N:13]([CH3:15])[CH3:14])=[O:9])(C)(C)C.C(O)(C(F)(F)F)=O. The catalyst class is: 4. Product: [C:6]([CH2:7][C:8]([N:10]([CH2:16][C@:17]12[CH2:55][CH2:54][C@@H:53]([C:56]([CH3:58])=[CH2:57])[C@@H:18]1[C@@H:19]1[C@@:32]([CH3:35])([CH2:33][CH2:34]2)[C@@:31]2([CH3:36])[C@@H:22]([C@:23]3([CH3:52])[C@@H:28]([CH2:29][CH2:30]2)[C:27]([CH3:38])([CH3:37])[C:26]([C:39]2[CH:40]=[CH:41][C:42]([C:43]([OH:45])=[O:44])=[CH:50][CH:51]=2)=[CH:25][CH2:24]3)[CH2:21][CH2:20]1)[CH2:11][CH2:12][N:13]([CH3:15])[CH3:14])=[O:9])([OH:59])=[O:5]. (4) Reactant: [CH2:1]([N:8]1[C:17]2[C:12](=[C:13](Cl)[CH:14]=[CH:15][CH:16]=2)[C:11](=[O:19])[C:10]([CH2:20][OH:21])=[N:9]1)[C:2]1[CH:7]=[CH:6][CH:5]=[CH:4][CH:3]=1.[C:22]1([CH3:33])[CH:27]=[C:26]([CH3:28])[CH:25]=[C:24]([CH3:29])[C:23]=1B(O)O.P([O-])([O-])([O-])=O.[K+].[K+].[K+]. Product: [CH2:1]([N:8]1[C:17]2[C:12](=[C:13]([C:23]3[C:24]([CH3:29])=[CH:25][C:26]([CH3:28])=[CH:27][C:22]=3[CH3:33])[CH:14]=[CH:15][CH:16]=2)[C:11](=[O:19])[C:10]([CH2:20][OH:21])=[N:9]1)[C:2]1[CH:7]=[CH:6][CH:5]=[CH:4][CH:3]=1. The catalyst class is: 128. (5) Reactant: [OH-].[K+].[NH:3]1[C:11]2[C:6](=[CH:7][CH:8]=[CH:9][CH:10]=2)[CH:5]=[CH:4]1.Cl.[NH:13]1[CH2:18][CH2:17][C:16](=O)[CH2:15][CH2:14]1.O. Product: [NH:13]1[CH2:14][CH:15]=[C:16]([C:5]2[C:6]3[C:11](=[CH:10][CH:9]=[CH:8][CH:7]=3)[NH:3][CH:4]=2)[CH2:17][CH2:18]1. The catalyst class is: 5. (6) Reactant: [NH2:1][C:2]1[CH:18]=[CH:17][C:5]2[CH2:6][CH2:7][N:8](C(=O)C(F)(F)F)[CH2:9][CH2:10][C:4]=2[CH:3]=1.[C:19](OC(=O)C)(=[O:21])[CH3:20].C(=O)([O-])[O-].[K+].[K+].ClCCl.CO. Product: [CH2:6]1[C:5]2[CH:17]=[CH:18][C:2]([NH:1][C:19](=[O:21])[CH3:20])=[CH:3][C:4]=2[CH2:10][CH2:9][NH:8][CH2:7]1. The catalyst class is: 15.